Dataset: Catalyst prediction with 721,799 reactions and 888 catalyst types from USPTO. Task: Predict which catalyst facilitates the given reaction. (1) Reactant: C(=O)C1C=CC=CC=1.CC(OCC1C2C(=CC=CC=2)C(COC(C)=O)=C2C=1C=CC=C2)=O.BrC1C=CC(C=N[NH:40][C:41](=[N:43][C:44]2[C:49]([CH3:50])=[CH:48][CH:47]=[CH:46][C:45]=2[CH3:51])N)=CC=1.CC1C=CC=C(C)C=1N[C:63](N)=[S:64]. The catalyst class is: 8. Product: [CH3:51][C:45]1[CH:46]=[CH:47][CH:48]=[C:49]([CH3:50])[C:44]=1[N:43]=[C:41]([S:64][CH3:63])[NH2:40]. (2) Reactant: [CH3:1][C:2]1[CH:7]=[CH:6][CH:5]=[C:4]([CH3:8])[C:3]=1[NH:9][C:10]1[C:18]2[C:13](=[N:14][C:15]([NH:19][C:20]3[CH:25]=[CH:24][CH:23]=[CH:22][CH:21]=3)=[N:16][CH:17]=2)[N:12]([CH2:26][CH2:27][CH:28]=[O:29])[N:11]=1.[BH4-].[Na+]. Product: [CH3:8][C:4]1[CH:5]=[CH:6][CH:7]=[C:2]([CH3:1])[C:3]=1[NH:9][C:10]1[C:18]2[C:13](=[N:14][C:15]([NH:19][C:20]3[CH:21]=[CH:22][CH:23]=[CH:24][CH:25]=3)=[N:16][CH:17]=2)[N:12]([CH2:26][CH2:27][CH2:28][OH:29])[N:11]=1. The catalyst class is: 8. (3) Reactant: [C:1]([O:5][C:6]([NH:8][C@H:9]1[CH2:13][C@@:12]([CH2:17][CH2:18][O:19][Si:20]([C:23]([CH3:26])([CH3:25])[CH3:24])([CH3:22])[CH3:21])([C:14]([OH:16])=O)[CH:11]=[CH:10]1)=[O:7])([CH3:4])([CH3:3])[CH3:2].C1C=C2N=NN(O)C2=CC=1.O.CCN=C=NCCCN(C)C.CCN(C(C)C)C(C)C.Cl.Cl.[F:60][C:61]([F:73])([F:72])[C:62]1[CH:63]=[N:64][C:65]2[CH2:66][CH2:67][NH:68][CH2:69][C:70]=2[CH:71]=1.C([O-])(O)=O.[Na+]. Product: [Si:20]([O:19][CH2:18][CH2:17][C@@:12]1([C:14]([N:68]2[CH2:67][CH2:66][C:65]3[N:64]=[CH:63][C:62]([C:61]([F:60])([F:72])[F:73])=[CH:71][C:70]=3[CH2:69]2)=[O:16])[CH2:13][C@H:9]([NH:8][C:6](=[O:7])[O:5][C:1]([CH3:4])([CH3:2])[CH3:3])[CH:10]=[CH:11]1)([C:23]([CH3:26])([CH3:25])[CH3:24])([CH3:21])[CH3:22]. The catalyst class is: 2.